This data is from Catalyst prediction with 721,799 reactions and 888 catalyst types from USPTO. The task is: Predict which catalyst facilitates the given reaction. Reactant: [CH2:1]([N:3]([CH2:20][CH3:21])[CH2:4][CH2:5][N:6]1[CH2:12][CH2:11][CH2:10][C:9]2[NH:13][C:14]([CH:17]=O)=[C:15]([CH3:16])[C:8]=2[C:7]1=[O:19])[CH3:2].[F:22][C:23]1[C:28]([F:29])=[CH:27][CH:26]=[CH:25][C:24]=1[C:30]1[C:38]([F:39])=[CH:37][CH:36]=[C:35]2[C:31]=1[CH2:32][C:33](=[O:40])[NH:34]2.N1CCCCC1. Product: [CH2:1]([N:3]([CH2:20][CH3:21])[CH2:4][CH2:5][N:6]1[CH2:12][CH2:11][CH2:10][C:9]2[NH:13][C:14](/[CH:17]=[C:32]3\[C:33](=[O:40])[NH:34][C:35]4[C:31]\3=[C:30]([C:24]3[CH:25]=[CH:26][CH:27]=[C:28]([F:29])[C:23]=3[F:22])[C:38]([F:39])=[CH:37][CH:36]=4)=[C:15]([CH3:16])[C:8]=2[C:7]1=[O:19])[CH3:2]. The catalyst class is: 8.